This data is from Full USPTO retrosynthesis dataset with 1.9M reactions from patents (1976-2016). The task is: Predict the reactants needed to synthesize the given product. (1) Given the product [N:1]1([C:11]([C:13]2[CH:21]=[C:20]([N:22]3[C:31](=[O:32])[C:30]4[C:25](=[CH:26][CH:27]=[CH:28][CH:29]=4)[NH:24][C:23]3=[O:33])[CH:19]=[C:15]([CH2:16][OH:17])[CH:14]=2)=[O:12])[C:10]2[C:5](=[CH:6][CH:7]=[CH:8][CH:9]=2)[CH2:4][CH2:3][CH2:2]1, predict the reactants needed to synthesize it. The reactants are: [N:1]1([C:11]([C:13]2[CH:14]=[C:15]([CH:19]=[C:20]([N:22]3[C:31](=[O:32])[C:30]4[C:25](=[CH:26][CH:27]=[CH:28][CH:29]=4)[NH:24][C:23]3=[O:33])[CH:21]=2)[C:16](O)=[O:17])=[O:12])[C:10]2[C:5](=[CH:6][CH:7]=[CH:8][CH:9]=2)[CH2:4][CH2:3][CH2:2]1.C(N(CC)CC)C.[BH4-].[Na+].CO. (2) Given the product [Cl:18][C:19]1[CH:20]=[CH:21][C:22]([C:28]([F:29])([F:30])[F:31])=[C:23]([C:2]2[CH:7]=[CH:6][N:5]([CH:8]([CH3:16])[C:9]([O:11][C:12]([CH3:15])([CH3:14])[CH3:13])=[O:10])[C:4](=[O:17])[CH:3]=2)[CH:24]=1, predict the reactants needed to synthesize it. The reactants are: Br[C:2]1[CH:7]=[CH:6][N:5]([CH:8]([CH3:16])[C:9]([O:11][C:12]([CH3:15])([CH3:14])[CH3:13])=[O:10])[C:4](=[O:17])[CH:3]=1.[Cl:18][C:19]1[CH:20]=[CH:21][C:22]([C:28]([F:31])([F:30])[F:29])=[C:23](B(O)O)[CH:24]=1. (3) Given the product [Cl:20][C:21]1[CH:22]=[C:23]([C:24]#[N:25])[CH:26]=[CH:27][C:28]=1[N:18]([CH2:27][CH2:28][CH2:21][CH2:22][CH2:23][CH2:31][CH3:32])[CH2:17][CH2:16][C:14]1[N:15]=[C:11]([S:10][C:7]([CH3:8])([CH3:9])[C:6]([OH:5])=[O:19])[S:12][CH:13]=1, predict the reactants needed to synthesize it. The reactants are: C([O:5][C:6](=[O:19])[C:7]([S:10][C:11]1[S:12][CH:13]=[C:14]([CH2:16][CH2:17][NH2:18])[N:15]=1)([CH3:9])[CH3:8])(C)(C)C.[Cl:20][C:21]1[CH:22]=[C:23]([CH:26]=[CH:27][C:28]=1F)[C:24]#[N:25].F[C:31](F)(F)[C:32](O)=O. (4) Given the product [C:30]1([C:7]2[CH:12]=[CH:11][CH:10]=[CH:9][CH:8]=2)[CH:25]=[CH:26][C:27]([C:31]2[O:32][C:33]([CH3:49])=[C:34]([CH2:36][CH2:37][O:38][C:10]3[CH:11]=[CH:12][C:7]([CH2:6][C:5]([O:15][C:16]4[CH:21]=[CH:20][C:19]([CH3:22])=[C:18]([CH3:23])[CH:17]=4)([CH3:14])[C:4]([OH:3])=[O:24])=[CH:8][CH:9]=3)[N:35]=2)=[CH:28][CH:29]=1, predict the reactants needed to synthesize it. The reactants are: C([O:3][C:4](=[O:24])[C:5]([O:15][C:16]1[CH:21]=[CH:20][C:19]([CH3:22])=[C:18]([CH3:23])[CH:17]=1)([CH3:14])[CH2:6][C:7]1[CH:12]=[CH:11][C:10](O)=[CH:9][CH:8]=1)C.[C:25]1(C2C=CC=CC=2)[CH:30]=[CH:29][CH:28]=[C:27]([C:31]2[O:32][C:33]([CH3:49])=[C:34]([CH2:36][CH2:37][O:38]S(C3C=CC(C)=CC=3)(=O)=O)[N:35]=2)[CH:26]=1.C([O-])([O-])=O.[K+].[K+].[OH-].[Na+]. (5) Given the product [Cl:71][C:70]1[C:65]([N:53]2[CH2:58][CH2:57][CH:56]([C:59]([O:61][CH2:62][CH3:63])=[O:60])[CH2:55][CH2:54]2)=[N:66][CH:67]=[CH:68][CH:69]=1, predict the reactants needed to synthesize it. The reactants are: CC(C)([O-])C.[Na+].C1(P(C2C=CC=CC=2)C2C=CC3C(=CC=CC=3)C=2C2C3C(=CC=CC=3)C=CC=2P(C2C=CC=CC=2)C2C=CC=CC=2)C=CC=CC=1.[NH:53]1[CH2:58][CH2:57][CH:56]([C:59]([O:61][CH2:62][CH3:63])=[O:60])[CH2:55][CH2:54]1.Br[C:65]1[C:70]([Cl:71])=[CH:69][CH:68]=[CH:67][N:66]=1.[Cl-].[NH4+]. (6) Given the product [CH2:8]=[CH:7][C:10]1[CH:15]=[CH:14][CH:13]=[CH:12][CH:11]=1.[CH3:22][C:21](=[CH2:20])[CH3:23].[CH2:24]=[CH:25][C:26]1[CH:31]=[CH:30][CH:29]=[CH:28][CH:27]=1, predict the reactants needed to synthesize it. The reactants are: ClCCCC.Cl[C:7]([C:10]1[CH:15]=[CH:14][C:13](C(Cl)(C)C)=[CH:12][CH:11]=1)(C)[CH3:8].[CH3:20][C:21](=[CH2:23])[CH3:22].[CH2:24]=[CH:25][C:26]1[CH:31]=[CH:30][CH:29]=[CH:28][CH:27]=1. (7) Given the product [OH:28][CH:27]1[C:26]2[C:25]3[C:20](=[CH:21][CH:22]=[C:23]([O:29][CH3:30])[CH:24]=3)[N:19]=[CH:18][C:17]=2[O:16][CH2:15][CH:14]1[C@H:11]1[CH2:10][CH2:9][C@H:8]([NH:7][C:6]([C:40]2[CH:41]=[CH:42][C:36]3[S:35][CH2:34][C:33](=[O:32])[NH:38][C:37]=3[CH:39]=2)=[O:5])[CH2:13][CH2:12]1, predict the reactants needed to synthesize it. The reactants are: C([O:5][C:6](=O)[NH:7][C@H:8]1[CH2:13][CH2:12][C@H:11]([CH:14]2[CH:27]([OH:28])[C:26]3[C:25]4[C:20](=[CH:21][CH:22]=[C:23]([O:29][CH3:30])[CH:24]=4)[N:19]=[CH:18][C:17]=3[O:16][CH2:15]2)[CH2:10][CH2:9]1)(C)(C)C.[O:32]=[C:33]1[NH:38][C:37]2[CH:39]=[C:40](C(O)=O)[CH:41]=[CH:42][C:36]=2[S:35][CH2:34]1. (8) Given the product [CH2:1]([C:3]1([CH:16]([OH:26])[CH3:17])[C:8]2[NH:9][C:10]3[C:15]([C:7]=2[CH2:6][CH2:5][O:4]1)=[CH:14][CH:13]=[CH:12][CH:11]=3)[CH3:2], predict the reactants needed to synthesize it. The reactants are: [CH2:1]([C:3]1([CH2:16][C:17](O)=O)[C:8]2[NH:9][C:10]3[C:15]([C:7]=2[CH2:6][CH2:5][O:4]1)=[CH:14][CH:13]=[CH:12][CH:11]=3)[CH3:2].[H-].[Al+3].[Li+].[H-].[H-].[H-].[O:26]1CCCC1. (9) Given the product [CH2:1]([NH:8][C:9]1[N:17]=[CH:16][N:15]=[C:14]2[C:10]=1[N:11]=[C:12]([C:27]([OH:29])=[O:28])[N:13]2[C@@H:18]1[O:24][C@H:23]([CH2:25][OH:26])[C@@H:21]([OH:22])[C@H:19]1[OH:20])[C:2]1[CH:7]=[CH:6][CH:5]=[CH:4][CH:3]=1, predict the reactants needed to synthesize it. The reactants are: [CH2:1]([NH:8][C:9]1[N:17]=[CH:16][N:15]=[C:14]2[C:10]=1[N:11]=[C:12]([C:27]([O:29]C)=[O:28])[N:13]2[C@@H:18]1[O:24][C@H:23]([CH2:25][OH:26])[C@@H:21]([OH:22])[C@H:19]1[OH:20])[C:2]1[CH:7]=[CH:6][CH:5]=[CH:4][CH:3]=1.Cl.